From a dataset of Reaction yield outcomes from USPTO patents with 853,638 reactions. Predict the reaction yield, written as a fraction of the theoretical maximum amount of product (1.0 means a 100% yield; for example, 0.34 means a 34% yield). (1) The reactants are Br[C:2]1[CH:7]=[CH:6][C:5]([C:8]2[CH:13]=[CH:12][CH:11]=[CH:10][CH:9]=2)=[C:4]([F:14])[CH:3]=1.C([Li])CCC.CN([CH:23]=[O:24])C. The catalyst is O1CCCC1. The product is [F:14][C:4]1[CH:3]=[C:2]([CH:23]=[O:24])[CH:7]=[CH:6][C:5]=1[C:8]1[CH:13]=[CH:12][CH:11]=[CH:10][CH:9]=1. The yield is 0.625. (2) The reactants are [NH2:1][C:2]1[CH:7]=[CH:6][C:5]([CH:8]2[N:13]([CH3:14])[CH2:12][CH2:11][NH:10][C:9]2=[O:15])=[CH:4][CH:3]=1.Br[C:17]1[C:18](=[O:25])[N:19]([CH3:24])[CH:20]=[C:21]([Br:23])[N:22]=1.C(=O)([O-])[O-].[Cs+].[Cs+].CC1(C)C2C(=C(P(C3C=CC=CC=3)C3C=CC=CC=3)C=CC=2)OC2C(P(C3C=CC=CC=3)C3C=CC=CC=3)=CC=CC1=2. The catalyst is C1C=CC(/C=C/C(/C=C/C2C=CC=CC=2)=O)=CC=1.C1C=CC(/C=C/C(/C=C/C2C=CC=CC=2)=O)=CC=1.C1C=CC(/C=C/C(/C=C/C2C=CC=CC=2)=O)=CC=1.[Pd].[Pd].O1CCOCC1. The product is [Br:23][C:21]1[N:22]=[C:17]([NH:1][C:2]2[CH:3]=[CH:4][C:5]([CH:8]3[C:9](=[O:15])[NH:10][CH2:11][CH2:12][N:13]3[CH3:14])=[CH:6][CH:7]=2)[C:18](=[O:25])[N:19]([CH3:24])[CH:20]=1. The yield is 0.600.